The task is: Binary Classification. Given a drug SMILES string, predict its activity (active/inactive) in a high-throughput screening assay against a specified biological target.. This data is from M1 muscarinic receptor agonist screen with 61,833 compounds. (1) The molecule is s1c(c2n[nH]c3CC(CC(=O)c23)(C)C)ccc1. The result is 0 (inactive). (2) The compound is Clc1c(Nc2nc(nc(n2)N)C(F)(F)F)ccc(Cl)c1. The result is 0 (inactive). (3) The molecule is O(C(=O)C1CN(CCC1)CC(O)COc1c(C(C)(C)C)cc(OC)cc1)CC. The result is 1 (active). (4) The compound is Clc1c(NC(=O)C2CN(C(=O)C2)Cc2ccccc2)cc(S(=O)(=O)C)cc1. The result is 0 (inactive).